Dataset: Full USPTO retrosynthesis dataset with 1.9M reactions from patents (1976-2016). Task: Predict the reactants needed to synthesize the given product. (1) Given the product [NH2:33][C:29]1[C:28]([C:34]2[CH:39]=[CH:38][C:37]([C:54]([O:56][CH3:57])=[O:55])=[CH:36][CH:35]=2)=[C:27]([N:24]2[CH2:23][CH2:22][CH:21]([C:6]3[N:5]([CH2:4][CH2:3][N:2]([CH3:41])[CH3:1])[CH:9]=[C:8]([C:10]4[CH:15]=[CH:14][C:13]([F:16])=[C:12]([C:17]([F:20])([F:19])[F:18])[CH:11]=4)[N:7]=3)[CH2:26][CH2:25]2)[N:32]=[CH:31][N:30]=1, predict the reactants needed to synthesize it. The reactants are: [CH3:1][N:2]([CH3:41])[CH2:3][CH2:4][N:5]1[CH:9]=[C:8]([C:10]2[CH:15]=[CH:14][C:13]([F:16])=[C:12]([C:17]([F:20])([F:19])[F:18])[CH:11]=2)[N:7]=[C:6]1[CH:21]1[CH2:26][CH2:25][N:24]([C:27]2[N:32]=[CH:31][N:30]=[C:29]([NH2:33])[C:28]=2[C:34]2[CH:39]=[CH:38][C:37](F)=[CH:36][CH:35]=2)[CH2:23][CH2:22]1.CC1(C)C(C)(C)OB(C2C=CC([C:54]([O:56][CH3:57])=[O:55])=CC=2)O1. (2) The reactants are: [CH2:1]([OH:6])[CH:2]=[CH:3][CH2:4][OH:5].[H-].[Na+].CN([CH:12]=[O:13])C.[CH3:14][O:15][C:16]1[CH:23]=[CH:22][C:19]([CH2:20]Cl)=[CH:18][CH:17]=1. Given the product [CH3:14][O:15][C:16]1[CH:23]=[CH:22][C:19]([CH2:20][O:5][CH2:4][CH:3]=[CH:2][CH2:1][O:6][CH2:20][C:19]2[CH:22]=[CH:23][C:16]([O:13][CH3:12])=[CH:17][CH:18]=2)=[CH:18][CH:17]=1, predict the reactants needed to synthesize it. (3) The reactants are: [NH2:1][C:2]1[CH:7]=[CH:6][CH:5]=[C:4]([NH2:8])[CH:3]=1.C(N(C(C)C)CC)(C)C.[C:18](O[C:18](=[O:23])[C:19]([CH3:22])([CH3:21])[CH3:20])(=[O:23])[C:19]([CH3:22])([CH3:21])[CH3:20]. Given the product [NH2:1][C:2]1[CH:3]=[C:4]([NH:8][C:18](=[O:23])[C:19]([CH3:22])([CH3:21])[CH3:20])[CH:5]=[CH:6][CH:7]=1, predict the reactants needed to synthesize it. (4) Given the product [CH2:11]([O:13][C:14]([C:16]1[C:21]([O:22][CH2:23][CH3:24])=[C:20]([N:25]2[CH2:26][CH2:27][O:28][CH2:29][CH2:30]2)[N:19]=[C:18]([C:31]2[CH:32]=[CH:33][C:34]([NH:37][S:7]([C:1]3[CH:6]=[CH:5][CH:4]=[CH:3][CH:2]=3)(=[O:9])=[O:8])=[CH:35][CH:36]=2)[N:17]=1)=[O:15])[CH3:12], predict the reactants needed to synthesize it. The reactants are: [C:1]1([S:7](Cl)(=[O:9])=[O:8])[CH:6]=[CH:5][CH:4]=[CH:3][CH:2]=1.[CH2:11]([O:13][C:14]([C:16]1[C:21]([O:22][CH2:23][CH3:24])=[C:20]([N:25]2[CH2:30][CH2:29][O:28][CH2:27][CH2:26]2)[N:19]=[C:18]([C:31]2[CH:36]=[CH:35][C:34]([NH2:37])=[CH:33][CH:32]=2)[N:17]=1)=[O:15])[CH3:12]. (5) Given the product [F:46][C:8]1([F:7])[CH:13]([O:14][C:15]2[CH:22]=[CH:21][C:20]([C:23]3[N:28]=[C:27]([NH:29][C:30]4[CH:35]=[CH:34][C:33]([N:36]5[CH2:41][CH2:40][N:39]([CH:42]6[CH2:43][O:44][CH2:45]6)[CH2:38][CH2:37]5)=[CH:32][CH:31]=4)[N:26]=[CH:25][N:24]=3)=[CH:19][C:16]=2[C:17]#[N:18])[CH2:12][CH2:11][N:10]([C:3](=[O:4])[C@@H:2]([OH:1])[CH3:6])[CH2:9]1, predict the reactants needed to synthesize it. The reactants are: [OH:1][C@@H:2]([CH3:6])[C:3](O)=[O:4].[F:7][C:8]1([F:46])[CH:13]([O:14][C:15]2[CH:22]=[CH:21][C:20]([C:23]3[N:28]=[C:27]([NH:29][C:30]4[CH:35]=[CH:34][C:33]([N:36]5[CH2:41][CH2:40][N:39]([CH:42]6[CH2:45][O:44][CH2:43]6)[CH2:38][CH2:37]5)=[CH:32][CH:31]=4)[N:26]=[CH:25][N:24]=3)=[CH:19][C:16]=2[C:17]#[N:18])[CH2:12][CH2:11][NH:10][CH2:9]1. (6) Given the product [Cl:17][C:18]1[CH:23]=[C:22]([O:24][C:25]2[CH:30]=[CH:29][CH:28]=[C:27]([C:31]([F:34])([F:33])[F:32])[CH:26]=2)[CH:21]=[CH:20][C:19]=1[CH2:35][CH2:36][C@:5]1([CH3:16])[C:4]([O:3][CH2:1][CH3:2])=[N:9][C@@H:8]([CH:10]([CH3:11])[CH3:12])[C:7]([O:13][CH2:14][CH3:15])=[N:6]1, predict the reactants needed to synthesize it. The reactants are: [CH2:1]([O:3][C:4]1[CH:5]([CH3:16])[N:6]=[C:7]([O:13][CH2:14][CH3:15])[C@H:8]([CH:10]([CH3:12])[CH3:11])[N:9]=1)[CH3:2].[Cl:17][C:18]1[CH:23]=[C:22]([O:24][C:25]2[CH:30]=[CH:29][CH:28]=[C:27]([C:31]([F:34])([F:33])[F:32])[CH:26]=2)[CH:21]=[CH:20][C:19]=1[CH2:35][CH2:36]I. (7) Given the product [C:36]([O:42][CH2:43][C@H:44]([C:45]1[C:53]([CH3:54])=[CH:52][C:48]2[N:49]=[C:50]([CH:24]3[CH2:21][CH2:20]3)[S:51][C:47]=2[C:46]=1[Br:1])[O:62][C:63]([CH3:66])([CH3:64])[CH3:65])(=[O:41])[C:37]([CH3:38])([CH3:40])[CH3:39], predict the reactants needed to synthesize it. The reactants are: [Br:1]C1C2SC(C3CC3)=NC=2C=C(C)C=1C=C.ClC1C=C[C:21]([C:24]2C3SC=NC=3C=C(C)C=2C=C)=[CH:20]C=1.[C:36]([O:42][CH2:43][C@@H:44]([O:62][C:63]([CH3:66])([CH3:65])[CH3:64])[C:45]1[C:53]([CH3:54])=[CH:52][C:48]2[N:49]=[CH:50][S:51][C:47]=2[C:46]=1C1C=CC(Cl)=CC=1)(=[O:41])[C:37]([CH3:40])([CH3:39])[CH3:38].